This data is from Full USPTO retrosynthesis dataset with 1.9M reactions from patents (1976-2016). The task is: Predict the reactants needed to synthesize the given product. (1) Given the product [C:1]([N:4]1[C:12]2[C:7](=[CH:8][C:9]([C:13](=[O:15])[CH3:14])=[CH:10][CH:11]=2)[C:6](=[C:24]([C:23]2[CH:22]=[CH:21][C:20]([N+:17]([O-:19])=[O:18])=[CH:28][CH:27]=2)[OH:25])[C:5]1=[O:16])(=[O:3])[CH3:2], predict the reactants needed to synthesize it. The reactants are: [C:1]([N:4]1[C:12]2[C:7](=[CH:8][C:9]([C:13](=[O:15])[CH3:14])=[CH:10][CH:11]=2)[CH2:6][C:5]1=[O:16])(=[O:3])[CH3:2].[N+:17]([C:20]1[CH:28]=[CH:27][C:23]([C:24](O)=[O:25])=[CH:22][CH:21]=1)([O-:19])=[O:18]. (2) The reactants are: CS(O[CH2:6][CH2:7][CH:8]([C:19]1[C:27]2[C:22](=[C:23]([CH2:29][S:30][CH3:31])[C:24]([F:28])=[CH:25][CH:26]=2)[NH:21][CH:20]=1)[C:9]1[CH:14]=[CH:13][C:12]([C:15]([F:18])([F:17])[F:16])=[CH:11][CH:10]=1)(=O)=O.ClC1C=CC(C(C2C3C(=C(CSC)C(F)=CC=3)NC=2)CC[C:42]#[N:43])=CC=1. Given the product [F:28][C:24]1[C:23]([CH2:29][S:30][CH3:31])=[C:22]2[C:27]([C:19]([CH:8]([C:9]3[CH:10]=[CH:11][C:12]([C:15]([F:17])([F:18])[F:16])=[CH:13][CH:14]=3)[CH2:7][CH2:6][C:42]#[N:43])=[CH:20][NH:21]2)=[CH:26][CH:25]=1, predict the reactants needed to synthesize it.